From a dataset of Forward reaction prediction with 1.9M reactions from USPTO patents (1976-2016). Predict the product of the given reaction. (1) Given the reactants O=C1CCC(=O)N1O[C:9](=[O:27])[C:10]1[CH:15]=[CH:14][C:13]([O:16][C:17](=[O:26])[N:18]([CH3:25])[C:19]2[CH:24]=[CH:23][CH:22]=[CH:21][CH:20]=2)=[CH:12][CH:11]=1.[CH:28]1([CH2:34][NH2:35])[CH2:33][CH2:32][CH2:31][CH2:30][CH2:29]1, predict the reaction product. The product is: [CH:28]1([CH2:34][NH:35][C:9]([C:10]2[CH:11]=[CH:12][C:13]([O:16][C:17](=[O:26])[N:18]([CH3:25])[C:19]3[CH:20]=[CH:21][CH:22]=[CH:23][CH:24]=3)=[CH:14][CH:15]=2)=[O:27])[CH2:33][CH2:32][CH2:31][CH2:30][CH2:29]1. (2) The product is: [Cl:1][C:2]1[CH:3]=[C:4]([CH:23]=[CH:24][C:25]=1[O:26][CH2:27][C:28]1[CH:33]=[CH:32][CH:31]=[C:30]([F:34])[CH:29]=1)[NH:5][C:6]1[C:15]2[C:10](=[CH:11][CH:12]=[CH:13][C:14]=2[O:16][CH:17]2[CH2:22][CH2:21][N:20]([CH2:38][C:37]#[CH:36])[CH2:19][CH2:18]2)[N:9]=[CH:8][N:7]=1. Given the reactants [Cl:1][C:2]1[CH:3]=[C:4]([CH:23]=[CH:24][C:25]=1[O:26][CH2:27][C:28]1[CH:33]=[CH:32][CH:31]=[C:30]([F:34])[CH:29]=1)[NH:5][C:6]1[C:15]2[C:10](=[CH:11][CH:12]=[CH:13][C:14]=2[O:16][CH:17]2[CH2:22][CH2:21][NH:20][CH2:19][CH2:18]2)[N:9]=[CH:8][N:7]=1.Br[CH2:36][C:37]#[CH:38], predict the reaction product.